From a dataset of Reaction yield outcomes from USPTO patents with 853,638 reactions. Predict the reaction yield, written as a fraction of the theoretical maximum amount of product (1.0 means a 100% yield; for example, 0.34 means a 34% yield). (1) The reactants are [Cl:1][C:2]1[N:3]([C:11]2[CH:16]=[CH:15][C:14]([O:17][CH2:18][C@@H:19]3[CH2:23][CH2:22][CH2:21][NH:20]3)=[CH:13][CH:12]=2)[N:4]=[C:5]2[C:10]=1[CH:9]=[CH:8][CH:7]=[CH:6]2.Br[CH2:25][C:26]([O:28][C:29](C)(C)C)=[O:27]. No catalyst specified. The product is [CH3:29][O:28][C:26](=[O:27])[CH2:25][N:20]1[CH2:21][CH2:22][CH2:23][C@H:19]1[CH2:18][O:17][C:14]1[CH:13]=[CH:12][C:11]([N:3]2[C:2]([Cl:1])=[C:10]3[C:5]([CH:6]=[CH:7][CH:8]=[CH:9]3)=[N:4]2)=[CH:16][CH:15]=1. The yield is 0.630. (2) The reactants are [Cl:1][C:2]1[CH:10]=[CH:9][C:8]([NH:11][S:12]([C:15]2[S:16][CH:17]=[CH:18][CH:19]=2)(=[O:14])=[O:13])=[C:7]2[C:3]=1[CH:4]=[C:5]([C:23]([O:25][CH2:26][CH3:27])=[O:24])[N:6]2[CH2:20][O:21][CH3:22].CI.[C:30](=O)([O-])[O-].[K+].[K+].CN(C)C=O. The catalyst is O. The product is [Cl:1][C:2]1[CH:10]=[CH:9][C:8]([N:11]([CH3:30])[S:12]([C:15]2[S:16][CH:17]=[CH:18][CH:19]=2)(=[O:14])=[O:13])=[C:7]2[C:3]=1[CH:4]=[C:5]([C:23]([O:25][CH2:26][CH3:27])=[O:24])[N:6]2[CH2:20][O:21][CH3:22]. The yield is 0.930. (3) The reactants are [H-].[Na+].[Cl:3][C:4]1[C:9]([NH2:10])=[C:8]([Cl:11])[N:7]=[CH:6][N:5]=1.[CH2:12](I)[CH3:13]. The catalyst is CN(C=O)C.[Cl-].[NH4+].O. The product is [CH2:12]([NH:10][C:9]1[C:4]([Cl:3])=[N:5][CH:6]=[N:7][C:8]=1[Cl:11])[CH3:13]. The yield is 0.450. (4) The reactants are [NH2:1][CH:2]1[CH2:7][CH2:6][CH:5]([CH2:8][NH:9][C:10]2[C:15]([N+:16]([O-:18])=[O:17])=[CH:14][N:13]=[C:12]([NH:19][CH2:20][C:21]3[CH:26]=[CH:25][CH:24]=[CH:23][C:22]=3[O:27][C:28]([F:31])([F:30])[F:29])[N:11]=2)[CH2:4][CH2:3]1.C(N(CC)C(C)C)(C)C.Br[CH2:42][C:43]([O:45][C:46]([CH3:49])([CH3:48])[CH3:47])=[O:44]. The catalyst is CN(C=O)C.CS(C)=O. The product is [C:46]([O:45][C:43](=[O:44])[CH2:42][NH:1][CH:2]1[CH2:3][CH2:4][CH:5]([CH2:8][NH:9][C:10]2[C:15]([N+:16]([O-:18])=[O:17])=[CH:14][N:13]=[C:12]([NH:19][CH2:20][C:21]3[CH:26]=[CH:25][CH:24]=[CH:23][C:22]=3[O:27][C:28]([F:30])([F:31])[F:29])[N:11]=2)[CH2:6][CH2:7]1)([CH3:49])([CH3:48])[CH3:47]. The yield is 0.610. (5) No catalyst specified. The yield is 0.600. The product is [Br:3][C:4]1[CH:9]=[CH:8][C:7]([O:10][CH2:12][CH2:13][C:14]([OH:16])=[O:15])=[CH:6][CH:5]=1. The reactants are [OH-].[Na+].[Br:3][C:4]1[CH:9]=[CH:8][C:7]([OH:10])=[CH:6][CH:5]=1.Br[CH2:12][CH2:13][C:14]([OH:16])=[O:15].Cl. (6) The reactants are IC.[C:3]([O:7][C:8]([NH:10][C@H:11]([C:16]1[CH:21]=[CH:20][C:19]([Cl:22])=[CH:18][CH:17]=1)[CH2:12][C:13]([OH:15])=[O:14])=[O:9])([CH3:6])([CH3:5])[CH3:4].[C:23](=O)([O-])[O-].[K+].[K+]. The catalyst is CN(C=O)C. The product is [C:3]([O:7][C:8]([NH:10][C@H:11]([C:16]1[CH:21]=[CH:20][C:19]([Cl:22])=[CH:18][CH:17]=1)[CH2:12][C:13]([O:15][CH3:23])=[O:14])=[O:9])([CH3:6])([CH3:4])[CH3:5]. The yield is 1.28. (7) The reactants are [C:1]([O:5][C:6]([NH:8][C@@H:9]([CH2:13][CH3:14])[C:10]([OH:12])=O)=[O:7])([CH3:4])([CH3:3])[CH3:2].CN(C(ON1N=NC2[CH:26]=[CH:27][CH:28]=[N:29][C:24]1=2)=[N+](C)C)C.F[P-](F)(F)(F)(F)F.N1CCCC1.CCN(CC)CC. The catalyst is C(Cl)Cl. The product is [O:12]=[C:10]([N:29]1[CH2:28][CH2:27][CH2:26][CH2:24]1)[C@@H:9]([NH:8][C:6](=[O:7])[O:5][C:1]([CH3:2])([CH3:3])[CH3:4])[CH2:13][CH3:14]. The yield is 0.990. (8) The catalyst is C(O)(=O)C. The yield is 0.580. The product is [F:12][C:6]1[CH:7]=[C:8]([OH:11])[CH:9]=[CH:10][C:5]=1[NH:4][C:13]1([C:1]#[N:2])[CH2:16][CH2:15][CH2:14]1. The reactants are [C-:1]#[N:2].[Na+].[NH2:4][C:5]1[CH:10]=[CH:9][C:8]([OH:11])=[CH:7][C:6]=1[F:12].[C:13]1(=O)[CH2:16][CH2:15][CH2:14]1. (9) The reactants are [C:1]([C:5]1[CH:10]=[CH:9][CH:8]=[CH:7][C:6]=1[OH:11])([CH3:4])([CH3:3])[CH3:2].C(N(CC)CC)C.[CH2:19]([S:21](Cl)(=[O:23])=[O:22])[CH3:20]. The catalyst is C1(C)C=CC=CC=1.O. The product is [CH2:19]([S:21]([O:11][C:6]1[CH:7]=[CH:8][CH:9]=[CH:10][C:5]=1[C:1]([CH3:4])([CH3:2])[CH3:3])(=[O:23])=[O:22])[CH3:20]. The yield is 0.920. (10) The reactants are [H-].C([Al+]CC(C)C)C(C)C.[CH2:11]1[CH2:15][O:14][CH2:13][CH2:12]1.[N:16]1[C:25]2[C:20](=[CH:21][C:22](C3(C#N)CC3)=[CH:23][CH:24]=2)[CH:19]=[CH:18][CH:17]=1.C(O)(C)C. The catalyst is C1(C)C=CC=CC=1.C(OCC)(=O)C. The product is [N:16]1[C:25]2[C:20](=[CH:21][C:22]([C:11]3([CH:15]=[O:14])[CH2:13][CH2:12]3)=[CH:23][CH:24]=2)[CH:19]=[CH:18][CH:17]=1. The yield is 0.951.